From a dataset of Catalyst prediction with 721,799 reactions and 888 catalyst types from USPTO. Predict which catalyst facilitates the given reaction. (1) Reactant: C(OC([N:8]1[CH2:13][CH2:12][CH2:11][C@@H:10]([N:14]2[C:18]3=[N:19][CH:20]=[N:21][C:22]([NH2:23])=[C:17]3[C:16]([C:24](=[O:36])[NH:25][C:26]3[O:27][C:28]4[CH:34]=[CH:33][C:32]([F:35])=[CH:31][C:29]=4[N:30]=3)=[N:15]2)[CH2:9]1)=O)(C)(C)C.[I-].[Na+].C[Si](Cl)(C)C.C(=O)(O)[O-].[Na+]. Product: [NH2:23][C:22]1[N:21]=[CH:20][N:19]=[C:18]2[N:14]([C@@H:10]3[CH2:11][CH2:12][CH2:13][NH:8][CH2:9]3)[N:15]=[C:16]([C:24]([NH:25][C:26]3[O:27][C:28]4[CH:34]=[CH:33][C:32]([F:35])=[CH:31][C:29]=4[N:30]=3)=[O:36])[C:17]=12. The catalyst class is: 10. (2) Reactant: [CH3:1][C:2]1([CH3:22])[C:6]([CH3:8])([CH3:7])[O:5][B:4]([C:9]2[CH:14]=[CH:13][C:12]([N:15]3[CH2:20][CH2:19][CH:18]([OH:21])[CH2:17][CH2:16]3)=[CH:11][CH:10]=2)[O:3]1.[H-].[Na+].[CH3:25]I. Product: [CH3:25][O:21][CH:18]1[CH2:19][CH2:20][N:15]([C:12]2[CH:11]=[CH:10][C:9]([B:4]3[O:3][C:2]([CH3:22])([CH3:1])[C:6]([CH3:7])([CH3:8])[O:5]3)=[CH:14][CH:13]=2)[CH2:16][CH2:17]1. The catalyst class is: 3. (3) Reactant: [Br:1][C:2]1[CH:3]=[C:4]([SH:8])[CH:5]=[CH:6][CH:7]=1.Br[CH2:10][CH2:11][OH:12].C([O-])([O-])=O.[Cs+].[Cs+]. Product: [Br:1][C:2]1[CH:3]=[C:4]([S:8][CH2:10][CH2:11][OH:12])[CH:5]=[CH:6][CH:7]=1. The catalyst class is: 39. (4) Reactant: [Cl:1][C:2]1[CH:3]=[C:4]([NH:8][C:9]([N:11]2[CH2:16][CH2:15][C:14]3[NH:17][N:18]=[C:19]([C:20](O)=[O:21])[C:13]=3[CH2:12]2)=[O:10])[CH:5]=[CH:6][CH:7]=1.[CH3:23][O:24][NH:25][CH2:26][CH3:27].CN(C(ON1N=NC2C=CC=NC1=2)=[N+](C)C)C.F[P-](F)(F)(F)(F)F.CCN(C(C)C)C(C)C. Product: [Cl:1][C:2]1[CH:3]=[C:4]([NH:8][C:9]([N:11]2[CH2:16][CH2:15][C:14]3[NH:17][N:18]=[C:19]([C:20]([N:25]([CH2:26][CH3:27])[O:24][CH3:23])=[O:21])[C:13]=3[CH2:12]2)=[O:10])[CH:5]=[CH:6][CH:7]=1. The catalyst class is: 3. (5) Reactant: [CH2:1]([C:3]1([OH:21])[CH2:8][CH2:7][CH:6]([CH2:9][NH:10]C(=O)OCC2C=CC=CC=2)[CH2:5][CH2:4]1)[CH3:2]. Product: [NH2:10][CH2:9][CH:6]1[CH2:7][CH2:8][C:3]([CH2:1][CH3:2])([OH:21])[CH2:4][CH2:5]1. The catalyst class is: 312.